From a dataset of Choline transporter screen with 302,306 compounds. Binary Classification. Given a drug SMILES string, predict its activity (active/inactive) in a high-throughput screening assay against a specified biological target. (1) The molecule is O=C1N(C(=O)N(C(=O)/C1=C\c1c(n(c(c1)C)c1ccccc1)C)C)C. The result is 0 (inactive). (2) The drug is O=C(Nc1cc(ccc1)C)c1c2c(nc(c1)C)cccc2. The result is 0 (inactive). (3) The drug is [O-][N+](=O)c1c(NC)ccc(NC(=O)C)c1. The result is 0 (inactive). (4) The compound is S(=O)(=O)(NCc1c(noc1C)c1ccccc1)c1ccccc1. The result is 0 (inactive). (5) The molecule is s1c(nn2c1=NC(=O)C(/C2=N)=C/c1oc(SCc2ccccc2)cc1)CC(=O)N1CCOCC1. The result is 0 (inactive). (6) The drug is Clc1c(NC(=O)C(C)C)cc(OC)c(c1)C(OC)=O. The result is 0 (inactive).